This data is from Forward reaction prediction with 1.9M reactions from USPTO patents (1976-2016). The task is: Predict the product of the given reaction. (1) Given the reactants [C:1]1(=[O:6])[O:5][CH2:4][CH2:3][CH2:2]1.[CH3:7][O:8][CH:9]([O:12][CH3:13])[CH2:10][NH2:11], predict the reaction product. The product is: [CH3:7][O:8][CH:9]([O:12][CH3:13])[CH2:10][NH:11][C:1](=[O:6])[CH2:2][CH2:3][CH2:4][OH:5]. (2) Given the reactants C([Li])C[CH2:3][CH3:4].[CH3:6][C:7]1[N:12]=[C:11]([CH:13]([C:15]2[CH:20]=[CH:19][CH:18]=[C:17]([CH3:21])[N:16]=2)[F:14])[CH:10]=[CH:9][CH:8]=1.C[N:23](C=O)C.Cl.[CH2:28]1[CH2:32][O:31][CH2:30][CH2:29]1, predict the reaction product. The product is: [CH:30]([C:29]1[N:23]=[C:3]([C:13]([C:15]2[CH:20]=[CH:19][CH:18]=[C:17]([CH3:21])[N:16]=2)([C:11]2[CH:10]=[CH:9][CH:8]=[C:7]([CH3:6])[N:12]=2)[F:14])[CH:4]=[CH:32][CH:28]=1)=[O:31]. (3) Given the reactants [NH2:1][C:2]1[CH:7]=[CH:6][CH:5]=[CH:4][C:3]=1[NH:8][C:9]([NH:11][C:12]1[CH:17]=[CH:16][C:15]([C:18]2[N:23]=[C:22]([N:24]3[CH2:29][CH2:28][O:27][CH2:26][CH2:25]3)[C:21]([O:30][CH3:31])=[CH:20][N:19]=2)=[CH:14][CH:13]=1)=S.C1CCC(N=C=NC2CCCCC2)CC1, predict the reaction product. The product is: [NH:8]1[C:3]2[CH:4]=[CH:5][CH:6]=[CH:7][C:2]=2[N:1]=[C:9]1[NH:11][C:12]1[CH:17]=[CH:16][C:15]([C:18]2[N:23]=[C:22]([N:24]3[CH2:29][CH2:28][O:27][CH2:26][CH2:25]3)[C:21]([O:30][CH3:31])=[CH:20][N:19]=2)=[CH:14][CH:13]=1. (4) Given the reactants [Br:1][C:2]1[N:7]2[CH:8]=[CH:9][N:10]=[C:6]2[C:5](Br)=[N:4][CH:3]=1.[Cl:12][C:13]1[CH:14]=[C:15]([NH2:26])[CH:16]=[CH:17][C:18]=1[N:19]1[CH2:24][CH2:23][N:22]([CH3:25])[CH2:21][CH2:20]1.CCN(C(C)C)C(C)C, predict the reaction product. The product is: [NH3:4].[Br:1][C:2]1[N:7]2[CH:8]=[CH:9][N:10]=[C:6]2[C:5]([NH:26][C:15]2[CH:16]=[CH:17][C:18]([N:19]3[CH2:24][CH2:23][N:22]([CH3:25])[CH2:21][CH2:20]3)=[C:13]([Cl:12])[CH:14]=2)=[N:4][CH:3]=1.